Dataset: Catalyst prediction with 721,799 reactions and 888 catalyst types from USPTO. Task: Predict which catalyst facilitates the given reaction. (1) Reactant: [OH:1][C:2]1[CH:3]=[C:4]([CH:7]=[CH:8][C:9]=1[O:10][CH2:11][CH2:12][CH3:13])[CH:5]=O.[CH3:14][C:15]([C:17]1[CH:22]=[C:21]([O:23][CH3:24])[C:20]([O:25][CH3:26])=[C:19]([O:27][CH3:28])[CH:18]=1)=[O:16].[OH-].[Na+]. Product: [OH:1][C:2]1[CH:3]=[C:4](/[CH:5]=[CH:14]/[C:15]([C:17]2[CH:18]=[C:19]([O:27][CH3:28])[C:20]([O:25][CH3:26])=[C:21]([O:23][CH3:24])[CH:22]=2)=[O:16])[CH:7]=[CH:8][C:9]=1[O:10][CH2:11][CH2:12][CH3:13]. The catalyst class is: 5. (2) Reactant: [F:1][C:2]1[CH:7]=[CH:6][C:5]([CH:8]([N:31]2[CH2:36][CH2:35][N:34]([CH:37]([CH3:39])[CH3:38])[CH2:33][CH2:32]2)[CH2:9][N:10]2[CH2:15][CH2:14][N:13]([CH2:16][CH2:17][CH2:18][C:19]3[CH:24]=[CH:23][CH:22]=[CH:21][C:20]=3[C:25]3[N:26]=[C:27]([NH2:30])[S:28][CH:29]=3)[CH2:12][CH2:11]2)=[CH:4][CH:3]=1.[ClH:40].O1CCOCC1. Product: [ClH:40].[ClH:40].[ClH:40].[ClH:40].[F:1][C:2]1[CH:7]=[CH:6][C:5]([CH:8]([N:31]2[CH2:32][CH2:33][N:34]([CH:37]([CH3:39])[CH3:38])[CH2:35][CH2:36]2)[CH2:9][N:10]2[CH2:11][CH2:12][N:13]([CH2:16][CH2:17][CH2:18][C:19]3[CH:24]=[CH:23][CH:22]=[CH:21][C:20]=3[C:25]3[N:26]=[C:27]([NH2:30])[S:28][CH:29]=3)[CH2:14][CH2:15]2)=[CH:4][CH:3]=1. The catalyst class is: 8. (3) Reactant: [C:1](=[O:39])([O:3][CH:4]([C:29]1[CH:34]=[CH:33][CH:32]=[CH:31][C:30]=1[C:35]([F:38])([F:37])[F:36])[CH2:5][NH:6][C:7](=[O:28])[CH2:8][N:9]1[C:13](=[O:14])[N:12](/[CH:15]=[CH:16]/[C:17]([F:20])([F:19])[F:18])[C:11]([C:21]2[CH:26]=[CH:25][C:24]([Cl:27])=[CH:23][CH:22]=2)=[N:10]1)[NH2:2]. Product: [C:1](=[O:39])([O:3][CH:4]([C:29]1[CH:34]=[CH:33][CH:32]=[CH:31][C:30]=1[C:35]([F:37])([F:36])[F:38])[CH2:5][NH:6][C:7](=[O:28])[CH2:8][N:9]1[C:13](=[O:14])[N:12]([CH2:15][CH2:16][C:17]([F:20])([F:18])[F:19])[C:11]([C:21]2[CH:26]=[CH:25][C:24]([Cl:27])=[CH:23][CH:22]=2)=[N:10]1)[NH2:2]. The catalyst class is: 465. (4) Reactant: [CH2:1]([O:3][C:4]([C:6]1[N:7]([CH3:16])[N:8]=[C:9]([C:12]([CH3:15])([CH3:14])[CH3:13])[C:10]=1Br)=[O:5])[CH3:2].[C:17]([Cu])#[N:18].C(Cl)Cl. Product: [CH2:1]([O:3][C:4]([C:6]1[N:7]([CH3:16])[N:8]=[C:9]([C:12]([CH3:15])([CH3:14])[CH3:13])[C:10]=1[C:17]#[N:18])=[O:5])[CH3:2]. The catalyst class is: 37. (5) Reactant: [Cl:1][C:2]1[CH:27]=[CH:26][C:5]([CH2:6][N:7]2[C:12]([S:13][CH2:14][CH3:15])=[N:11][C:10](=[O:16])[N:9]([CH2:17][C:18]3[C:19](=[O:24])[NH:20][CH:21]=[CH:22][CH:23]=3)[C:8]2=[O:25])=[CH:4][CH:3]=1.[H-].[Na+].[CH3:30]OS(C(F)(F)F)(=O)=O.C(O)(=O)CC(CC(O)=O)(C(O)=O)O. Product: [Cl:1][C:2]1[CH:3]=[CH:4][C:5]([CH2:6][N:7]2[C:12]([S:13][CH2:14][CH3:15])=[N:11][C:10](=[O:16])[N:9]([CH2:17][C:18]3[C:19](=[O:24])[N:20]([CH3:30])[CH:21]=[CH:22][CH:23]=3)[C:8]2=[O:25])=[CH:26][CH:27]=1. The catalyst class is: 3. (6) Reactant: CN(C)C=O.[CH3:6][O:7][C:8]([C:10]1[C:15](Br)=[N:14][CH:13]=[C:12]([Br:17])[N:11]=1)=[O:9].C(=O)([O-])[O-].[K+].[K+].[F:24][C:25]1[CH:30]=[CH:29][C:28]([SH:31])=[CH:27][CH:26]=1. Product: [CH3:6][O:7][C:8]([C:10]1[C:15]([S:31][C:28]2[CH:29]=[CH:30][C:25]([F:24])=[CH:26][CH:27]=2)=[N:14][CH:13]=[C:12]([Br:17])[N:11]=1)=[O:9]. The catalyst class is: 6.